Dataset: Forward reaction prediction with 1.9M reactions from USPTO patents (1976-2016). Task: Predict the product of the given reaction. (1) Given the reactants [ClH:1].[F:2][C:3]([F:22])([F:21])[C:4]1[CH:5]=[C:6]([S:10]([C:13]([C@H:16]2[CH2:19][C@H:18]([NH2:20])[CH2:17]2)([CH3:15])[CH3:14])(=[O:12])=[O:11])[CH:7]=[CH:8][CH:9]=1.C1(O)CCC1, predict the reaction product. The product is: [ClH:1].[F:21][C:3]([F:2])([F:22])[C:4]1[CH:5]=[C:6]([S:10]([C:13]([C@@H:16]2[CH2:19][C@H:18]([NH2:20])[CH2:17]2)([CH3:15])[CH3:14])(=[O:11])=[O:12])[CH:7]=[CH:8][CH:9]=1. (2) The product is: [CH2:22]([NH:24][C:15](=[O:17])[CH2:14][N:6]1[C:7]2[CH:8]=[CH:9][C:10]([CH3:13])=[CH:11][C:12]=2[C:4]2[CH2:3][N:2]([CH3:1])[CH2:21][CH2:20][C:5]1=2)[CH3:23]. Given the reactants [CH3:1][N:2]1[CH2:21][CH2:20][C:5]2[N:6]([CH2:14][C:15]([O:17]CC)=O)[C:7]3[CH:8]=[CH:9][C:10]([CH3:13])=[CH:11][C:12]=3[C:4]=2[CH2:3]1.[CH2:22]([NH2:24])[CH3:23], predict the reaction product. (3) Given the reactants Cl[C:2]1[N:7]=[C:6]([Cl:8])[N:5]=[C:4]([NH:9][C:10]2[CH:15]=[CH:14][C:13]([O:16][CH3:17])=[C:12]([F:18])[CH:11]=2)[N:3]=1.[CH:19]1([NH2:22])[CH2:21][CH2:20]1.[OH-].[Na+].OP([O-])(O)=O.[K+], predict the reaction product. The product is: [Cl:8][C:6]1[N:7]=[C:2]([NH:22][CH:19]2[CH2:21][CH2:20]2)[N:3]=[C:4]([NH:9][C:10]2[CH:15]=[CH:14][C:13]([O:16][CH3:17])=[C:12]([F:18])[CH:11]=2)[N:5]=1. (4) Given the reactants [CH:1]([N:3]([CH3:5])[NH2:4])=[O:2].[F:6][C:7]1[C:24]([F:25])=[CH:23][C:22]([I:26])=[CH:21][C:8]=1[C:9]([C:11](=[CH:17]OCC)[C:12]([O:14][CH2:15][CH3:16])=[O:13])=[O:10].C([O-])([O-])=O.[Na+].[Na+], predict the reaction product. The product is: [F:6][C:7]1[C:24]([F:25])=[CH:23][C:22]([I:26])=[CH:21][C:8]=1[C:9]([C:11](=[CH:17][NH:4][N:3]([CH:1]=[O:2])[CH3:5])[C:12]([O:14][CH2:15][CH3:16])=[O:13])=[O:10]. (5) Given the reactants Cl[C:2]([O:4][CH2:5][C:6]1[CH:11]=[CH:10][CH:9]=[CH:8][CH:7]=1)=[O:3].[C:12]([O:16][C:17](=[O:31])[CH2:18][NH:19][CH2:20][C:21]1[CH:26]=[CH:25][C:24]([N+:27]([O-:29])=[O:28])=[CH:23][C:22]=1[NH2:30])([CH3:15])([CH3:14])[CH3:13].C(N(CC)CC)C, predict the reaction product. The product is: [C:12]([O:16][C:17](=[O:31])[CH2:18][N:19]([CH2:20][C:21]1[CH:26]=[CH:25][C:24]([N+:27]([O-:29])=[O:28])=[CH:23][C:22]=1[NH2:30])[C:2]([O:4][CH2:5][C:6]1[CH:11]=[CH:10][CH:9]=[CH:8][CH:7]=1)=[O:3])([CH3:15])([CH3:13])[CH3:14].